The task is: Predict the reaction yield, written as a fraction of the theoretical maximum amount of product (1.0 means a 100% yield; for example, 0.34 means a 34% yield).. This data is from Reaction yield outcomes from USPTO patents with 853,638 reactions. (1) The reactants are Br[C:2]1[CH:3]=[C:4]([CH:7]=[CH:8][C:9]=1[O:10][C:11]1[CH:16]=[CH:15][CH:14]=[CH:13][CH:12]=1)[CH:5]=[O:6].[CH3:17][C:18]1[CH:23]=[C:22]([O:24][CH2:25][CH2:26][CH2:27][S:28][CH3:29])[CH:21]=[C:20]([CH3:30])[C:19]=1B(O)O.C1(P(C2CCCCC2)C2C=CC=CC=2C2C(OC)=CC=CC=2OC)CCCCC1.P([O-])([O-])([O-])=O.[K+].[K+].[K+]. The catalyst is C1(C)C=CC=CC=1.O.C(OCC)(=O)C.C1C=CC(/C=C/C(/C=C/C2C=CC=CC=2)=O)=CC=1.C1C=CC(/C=C/C(/C=C/C2C=CC=CC=2)=O)=CC=1.C1C=CC(/C=C/C(/C=C/C2C=CC=CC=2)=O)=CC=1.[Pd].[Pd]. The product is [CH3:17][C:18]1[CH:23]=[C:22]([O:24][CH2:25][CH2:26][CH2:27][S:28][CH3:29])[CH:21]=[C:20]([CH3:30])[C:19]=1[C:2]1[C:9]([O:10][C:11]2[CH:16]=[CH:15][CH:14]=[CH:13][CH:12]=2)=[CH:8][CH:7]=[C:4]([CH:5]=[O:6])[CH:3]=1. The yield is 0.700. (2) The reactants are C([NH:8][CH2:9][C:10](O)=[O:11])(OC(C)(C)C)=O.[Cl:13][C:14]1[CH:20]=[C:19]([Cl:21])[CH:18]=[CH:17][C:15]=1[NH2:16].CN(C(ON1N=NC2C=CC=CC1=2)=[N+](C)C)C.[B-](F)(F)(F)F.CCN(CC)CC. The catalyst is C(Cl)(Cl)Cl. The product is [NH2:8][CH2:9][C:10]([NH:16][C:15]1[CH:17]=[CH:18][C:19]([Cl:21])=[CH:20][C:14]=1[Cl:13])=[O:11]. The yield is 0.660. (3) The reactants are [NH2:1][OH:2].[CH3:3][C:4]1[C:11]([CH2:12][N:13]2[CH:17]=[CH:16][N:15]=[C:14]2[CH3:18])=[C:10]([CH3:19])[CH:9]=[C:8]([CH3:20])[C:5]=1[CH:6]=O. The catalyst is CCO. The product is [CH3:3][C:4]1[C:11]([CH2:12][N:13]2[CH:17]=[CH:16][N:15]=[C:14]2[CH3:18])=[C:10]([CH3:19])[CH:9]=[C:8]([CH3:20])[C:5]=1[CH:6]=[N:1][OH:2]. The yield is 0.910. (4) The product is [OH:1][C:2]1[C:7]([NH:8][C:9](=[O:18])[O:10][CH2:11][C:12]2[CH:13]=[CH:14][CH:15]=[CH:16][CH:17]=2)=[CH:6][C:5]([I:26])=[CH:4][N:3]=1. The reactants are [OH:1][C:2]1[C:7]([NH:8][C:9](=[O:18])[O:10][CH2:11][C:12]2[CH:17]=[CH:16][CH:15]=[CH:14][CH:13]=2)=[CH:6][CH:5]=[CH:4][N:3]=1.C1C(=O)N([I:26])C(=O)C1. The yield is 0.650. The catalyst is C(Cl)Cl. (5) The reactants are [CH3:1][C:2]1[C:3](=[O:22])[NH:4][C:5]2[C:10]([C:11]=1[C:12]([NH:14][NH:15][C:16]1[CH:21]=[CH:20][CH:19]=[CH:18][CH:17]=1)=[O:13])=[CH:9][CH:8]=[CH:7][CH:6]=2.Cl[C:24]([O:26][CH3:27])=[O:25]. The catalyst is C1(C)C=CC=CC=1. The product is [CH3:1][C:2]1[C:3](=[O:22])[NH:4][C:5]2[C:10]([C:11]=1[C:12]([NH:14][N:15]([C:16]1[CH:21]=[CH:20][CH:19]=[CH:18][CH:17]=1)[C:24]([O:26][CH3:27])=[O:25])=[O:13])=[CH:9][CH:8]=[CH:7][CH:6]=2. The yield is 0.860. (6) The reactants are [CH2:1]([O:8][C:9]1[CH:14]=[CH:13][C:12]([CH2:15][CH2:16][C:17](O)=[O:18])=[CH:11][C:10]=1[O:20][CH3:21])[C:2]1[CH:7]=[CH:6][CH:5]=[CH:4][CH:3]=1.ClC(OCC)=O.[OH-].[NH4+:29]. The catalyst is C1COCC1. The product is [CH2:1]([O:8][C:9]1[CH:14]=[CH:13][C:12]([CH2:15][CH2:16][C:17]([NH2:29])=[O:18])=[CH:11][C:10]=1[O:20][CH3:21])[C:2]1[CH:7]=[CH:6][CH:5]=[CH:4][CH:3]=1. The yield is 1.00.